This data is from Full USPTO retrosynthesis dataset with 1.9M reactions from patents (1976-2016). The task is: Predict the reactants needed to synthesize the given product. (1) Given the product [Cl:11][C:12]1[CH:13]=[CH:14][C:15]([C:18]2[CH:19]=[CH:20][C:21]([C:24]#[C:25][C:26]3[CH:27]=[C:28]4[C:32](=[CH:33][CH:34]=3)[N:31]([CH2:35][CH2:36][N:37]([CH2:38][CH:39]3[CH2:40][CH2:41]3)[CH2:10][C:9]#[CH:8])[CH:30]=[CH:29]4)=[N:22][CH:23]=2)=[CH:16][CH:17]=1, predict the reactants needed to synthesize it. The reactants are: C([O-])([O-])=O.[K+].[K+].Br[CH2:8][C:9]#[CH:10].[Cl:11][C:12]1[CH:17]=[CH:16][C:15]([C:18]2[CH:19]=[CH:20][C:21]([C:24]#[C:25][C:26]3[CH:27]=[C:28]4[C:32](=[CH:33][CH:34]=3)[N:31]([CH2:35][CH2:36][NH:37][CH2:38][CH:39]3[CH2:41][CH2:40]3)[CH:30]=[CH:29]4)=[N:22][CH:23]=2)=[CH:14][CH:13]=1. (2) Given the product [CH3:46][O:45][C:41]1[CH:42]=[C:43]([CH3:44])[C:38]([S:35]([N:30]2[CH2:31][CH2:32][CH2:33][CH2:34][CH:29]2[CH2:28][O:27][CH2:26][C:25]([N:20]2[CH2:19][CH2:18][C:17]3[C:22](=[CH:23][CH:24]=[C:15]([N:11]4[CH2:12][CH2:13][N:8]([CH3:7])[CH2:9][CH2:10]4)[CH:16]=3)[CH2:21]2)=[O:48])(=[O:36])=[O:37])=[C:39]([CH3:47])[CH:40]=1, predict the reactants needed to synthesize it. The reactants are: C(=O)([O-])[O-].[Cs+].[Cs+].[CH3:7][N:8]1[CH2:13][CH2:12][NH:11][CH2:10][CH2:9]1.Br[C:15]1[CH:16]=[C:17]2[C:22](=[CH:23][CH:24]=1)[CH2:21][N:20]([C:25](=[O:48])[CH2:26][O:27][CH2:28][CH:29]1[CH2:34][CH2:33][CH2:32][CH2:31][N:30]1[S:35]([C:38]1[C:43]([CH3:44])=[CH:42][C:41]([O:45][CH3:46])=[CH:40][C:39]=1[CH3:47])(=[O:37])=[O:36])[CH2:19][CH2:18]2.CC1(C)C2C(=C(P(C3C=CC=CC=3)C3C=CC=CC=3)C=CC=2)OC2C(P(C3C=CC=CC=3)C3C=CC=CC=3)=CC=CC1=2. (3) Given the product [Br:1][C:2]1[CH:7]=[C:6]([F:8])[CH:5]=[CH:4][C:3]=1[CH:9]1[C:14]([C:15]([O:17][CH2:18][CH3:19])=[O:16])=[C:13]([CH2:20][Br:33])[NH:12][C:11]([N:21]2[CH:25]=[N:24][CH:23]=[N:22]2)=[N:10]1, predict the reactants needed to synthesize it. The reactants are: [Br:1][C:2]1[CH:7]=[C:6]([F:8])[CH:5]=[CH:4][C:3]=1[CH:9]1[C:14]([C:15]([O:17][CH2:18][CH3:19])=[O:16])=[C:13]([CH3:20])[NH:12][C:11]([N:21]2[CH:25]=[N:24][CH:23]=[N:22]2)=[N:10]1.C1C(=O)N([Br:33])C(=O)C1.